Dataset: Full USPTO retrosynthesis dataset with 1.9M reactions from patents (1976-2016). Task: Predict the reactants needed to synthesize the given product. (1) Given the product [Cl:1][C:2]1[C:3]2[CH:14]=[CH:13][C:12](=[O:15])[N:11]([C:16]3[C:21]([F:22])=[CH:20][CH:19]=[CH:18][C:17]=3[F:23])[C:4]=2[N:5]=[C:6]([NH:30][CH2:29][CH2:28][CH2:27][N:26]([CH2:31][CH3:32])[CH2:24][CH3:25])[N:7]=1, predict the reactants needed to synthesize it. The reactants are: [Cl:1][C:2]1[C:3]2[CH:14]=[CH:13][C:12](=[O:15])[N:11]([C:16]3[C:21]([F:22])=[CH:20][CH:19]=[CH:18][C:17]=3[F:23])[C:4]=2[N:5]=[C:6](S(C)=O)[N:7]=1.[CH2:24]([N:26]([CH2:31][CH3:32])[CH2:27][CH2:28][CH2:29][NH2:30])[CH3:25].C(N(CC)CC)C. (2) Given the product [OH:7][CH2:8][CH2:10][CH:11]1[CH2:16][CH2:15][N:14]([C:17]([O:19][C:20]([CH3:23])([CH3:22])[CH3:21])=[O:18])[CH2:13][C:12]1([CH3:25])[CH3:24], predict the reactants needed to synthesize it. The reactants are: [BH4-].[Na+].[Li+].[Cl-].C([O:7][C:8]([CH2:10][CH:11]1[CH2:16][CH2:15][N:14]([C:17]([O:19][C:20]([CH3:23])([CH3:22])[CH3:21])=[O:18])[CH2:13][C:12]1([CH3:25])[CH3:24])=O)C. (3) Given the product [F:15][C:13]1[CH:12]=[CH:11][C:10]([CH2:16][CH2:17][CH:18]([OH:24])[C:19]([O:21][CH2:22][CH3:23])=[O:20])=[C:9]([OH:8])[CH:14]=1, predict the reactants needed to synthesize it. The reactants are: C([O:8][C:9]1[CH:14]=[C:13]([F:15])[CH:12]=[CH:11][C:10]=1[C:16](=O)[CH2:17][C:18](=[O:24])[C:19]([O:21][CH2:22][CH3:23])=[O:20])C1C=CC=CC=1.OCC1(OC[C@@H](O)[C@@H](O)[C@H]1O)O. (4) Given the product [F:36][CH2:28][C:13]1[N:14]([CH2:15][C:16]2[O:20][N:19]=[C:18]([C:21]3[CH:26]=[CH:25][C:24]([F:27])=[CH:23][CH:22]=3)[CH:17]=2)[C:10]2[C:9]3[CH:8]=[CH:7][CH:6]=[CH:5][C:4]=3[N:3]=[C:2]([NH2:1])[C:11]=2[N:12]=1, predict the reactants needed to synthesize it. The reactants are: [NH2:1][C:2]1[C:11]2[N:12]=[C:13]([CH2:28]O)[N:14]([CH2:15][C:16]3[O:20][N:19]=[C:18]([C:21]4[CH:26]=[CH:25][C:24]([F:27])=[CH:23][CH:22]=4)[CH:17]=3)[C:10]=2[C:9]2[CH:8]=[CH:7][CH:6]=[CH:5][C:4]=2[N:3]=1.C(N(S(F)(F)[F:36])CC)C. (5) Given the product [CH3:1][C:2]([CH3:36])([CH3:35])[CH2:3][CH2:4][C@:5]1([CH3:34])[C:14]2[C:9](=[CH:10][CH:11]=[CH:12][CH:13]=2)[C:8]([O-:15])=[C:7]([C:16]2[NH:21][C:20]3[CH:22]=[CH:23][C:24]([NH:26][S:27]([CH3:30])(=[O:29])=[O:28])=[CH:25][C:19]=3[S:18](=[O:32])(=[O:31])[N:17]=2)[C:6]1=[O:33].[Ca+2:38].[CH3:1][C:2]([CH3:36])([CH3:35])[CH2:3][CH2:4][C@:5]1([CH3:34])[C:14]2[C:9](=[CH:10][CH:11]=[CH:12][CH:13]=2)[C:8]([O-:15])=[C:7]([C:16]2[NH:21][C:20]3[CH:22]=[CH:23][C:24]([NH:26][S:27]([CH3:30])(=[O:29])=[O:28])=[CH:25][C:19]=3[S:18](=[O:32])(=[O:31])[N:17]=2)[C:6]1=[O:33], predict the reactants needed to synthesize it. The reactants are: [CH3:1][C:2]([CH3:36])([CH3:35])[CH2:3][CH2:4][C@:5]1([CH3:34])[C:14]2[C:9](=[CH:10][CH:11]=[CH:12][CH:13]=2)[C:8]([OH:15])=[C:7]([C:16]2[NH:21][C:20]3[CH:22]=[CH:23][C:24]([NH:26][S:27]([CH3:30])(=[O:29])=[O:28])=[CH:25][C:19]=3[S:18](=[O:32])(=[O:31])[N:17]=2)[C:6]1=[O:33].[OH-].[Ca+2:38].[OH-].